From a dataset of Forward reaction prediction with 1.9M reactions from USPTO patents (1976-2016). Predict the product of the given reaction. (1) Given the reactants Cl.[NH2:2][CH2:3][CH2:4][CH2:5][CH2:6][C:7]([OH:9])=[O:8].C(=O)([O-])[O-].[K+].[K+].Cl[C:17]([O:19][CH2:20]C)=[O:18].Cl, predict the reaction product. The product is: [CH3:20][O:19][C:17]([NH:2][CH2:3][CH2:4][CH2:5][CH2:6][C:7]([OH:9])=[O:8])=[O:18]. (2) Given the reactants [NH:1]1[CH2:6][CH2:5][CH2:4][CH2:3][CH2:2]1.[C:7]([C:9]1[CH:10]=[C:11]2[C:16](=[CH:17][C:18]=1[O:19][CH2:20][CH:21]1[CH2:23][O:22]1)[N:15]=[CH:14][CH:13]=[C:12]2[O:24][C:25]1[CH:30]=[CH:29][C:28]([NH:31][C:32]([NH:34][C:35]2[CH:40]=[CH:39][C:38]([F:41])=[CH:37][CH:36]=2)=[O:33])=[C:27]([F:42])[CH:26]=1)#[N:8], predict the reaction product. The product is: [C:7]([C:9]1[CH:10]=[C:11]2[C:16](=[CH:17][C:18]=1[O:19][CH2:20][CH:21]([OH:22])[CH2:23][N:1]1[CH2:6][CH2:5][CH2:4][CH2:3][CH2:2]1)[N:15]=[CH:14][CH:13]=[C:12]2[O:24][C:25]1[CH:30]=[CH:29][C:28]([NH:31][C:32]([NH:34][C:35]2[CH:40]=[CH:39][C:38]([F:41])=[CH:37][CH:36]=2)=[O:33])=[C:27]([F:42])[CH:26]=1)#[N:8]. (3) Given the reactants [C:1]12([CH2:11][NH:12][C:13](=[O:22])[C:14]3[CH:19]=[CH:18][N:17]=[C:16](Cl)[C:15]=3[Cl:21])[CH2:10][CH:5]3[CH2:6][CH:7]([CH2:9][CH:3]([CH2:4]3)[CH2:2]1)[CH2:8]2.[NH2:23][CH2:24][CH2:25][CH2:26][NH:27][C:28](=[O:34])[O:29][C:30]([CH3:33])([CH3:32])[CH3:31].C(OCC)(=O)C, predict the reaction product. The product is: [C:1]12([CH2:11][NH:12][C:13]([C:14]3[CH:19]=[CH:18][N:17]=[C:16]([NH:23][CH2:24][CH2:25][CH2:26][NH:27][C:28](=[O:34])[O:29][C:30]([CH3:31])([CH3:33])[CH3:32])[C:15]=3[Cl:21])=[O:22])[CH2:8][CH:7]3[CH2:6][CH:5]([CH2:4][CH:3]([CH2:9]3)[CH2:2]1)[CH2:10]2. (4) Given the reactants ClC1C(OC2CCC(=O)CC2)=CC(F)=C(C=1)C(O)=O.[CH:20]1([C:23]2[C:24]([O:33][CH:34]3[CH2:41][CH2:40][C:37]4([CH2:39][CH2:38]4)[CH2:36][CH2:35]3)=[CH:25][C:26]([F:32])=[C:27]([CH:31]=2)[C:28](O)=[O:29])[CH2:22][CH2:21]1.[CH3:42][S:43]([NH2:46])(=[O:45])=[O:44], predict the reaction product. The product is: [CH:20]1([C:23]2[C:24]([O:33][CH:34]3[CH2:41][CH2:40][C:37]4([CH2:39][CH2:38]4)[CH2:36][CH2:35]3)=[CH:25][C:26]([F:32])=[C:27]([CH:31]=2)[C:28]([NH:46][S:43]([CH3:42])(=[O:45])=[O:44])=[O:29])[CH2:22][CH2:21]1.